Dataset: Catalyst prediction with 721,799 reactions and 888 catalyst types from USPTO. Task: Predict which catalyst facilitates the given reaction. (1) Reactant: [CH:1]1([CH2:4][NH:5][C:6](=[O:21])[N:7]([C:9]2[CH:14]=[CH:13][C:12]([S:15][C:16]([F:19])([F:18])[F:17])=[CH:11][C:10]=2[F:20])[CH3:8])[CH2:3][CH2:2]1.C(N(C(C)C)CC)(C)C.[F:31][C:32]1[CH:40]=[CH:39][CH:38]=[C:37]([F:41])[C:33]=1[C:34](Cl)=[O:35].C(OC)(C)(C)C. Product: [CH:1]1([CH2:4][N:5]([C:34](=[O:35])[C:33]2[C:32]([F:31])=[CH:40][CH:39]=[CH:38][C:37]=2[F:41])[C:6]([N:7]([C:9]2[CH:14]=[CH:13][C:12]([S:15][C:16]([F:17])([F:18])[F:19])=[CH:11][C:10]=2[F:20])[CH3:8])=[O:21])[CH2:3][CH2:2]1. The catalyst class is: 11. (2) Reactant: [Br:1][C:2]1[C:3]([Cl:11])=[C:4]2[C:8](=[CH:9][CH:10]=1)[NH:7][N:6]=[CH:5]2.[CH2:12]1[CH2:17][O:16][CH:15]=[CH:14][CH2:13]1.CC1C=CC(S(O)(=O)=O)=CC=1.C([O-])(O)=O.[Na+]. Product: [Br:1][C:2]1[C:3]([Cl:11])=[C:4]2[C:8](=[CH:9][CH:10]=1)[N:7]([CH:15]1[CH2:14][CH2:13][CH2:12][CH2:17][O:16]1)[N:6]=[CH:5]2. The catalyst class is: 4. (3) Reactant: [C:1]12([C:8]([OH:10])=O)[CH2:7][CH:4]([CH2:5][CH2:6]1)[CH2:3][CH2:2]2.S(Cl)([Cl:13])=O. Product: [C:1]12([C:8]([Cl:13])=[O:10])[CH2:7][CH:4]([CH2:5][CH2:6]1)[CH2:3][CH2:2]2. The catalyst class is: 3. (4) Reactant: [CH3:1][C:2]1[NH:3][C:4]2[CH:5]=[CH:6][NH:7][C:8](=[O:31])[C:9]=2[CH:10]([C:19]2[CH:20]=[CH:21][CH:22]=[C:23]3[C:28]=2[O:27][C:26]([CH3:29])=[CH:25][C:24]3=[O:30])[C:11]=1[C:12]([O:14][CH2:15][CH2:16][C:17]#[N:18])=[O:13].C(OCC)(OCC)O[CH2:34][CH3:35]. Product: [CH2:34]([O:31][C:8]1[N:7]=[CH:6][CH:5]=[C:4]2[C:9]=1[CH:10]([C:19]1[CH:20]=[CH:21][CH:22]=[C:23]3[C:28]=1[O:27][C:26]([CH3:29])=[CH:25][C:24]3=[O:30])[C:11]([C:12]([O:14][CH2:15][CH2:16][C:17]#[N:18])=[O:13])=[C:2]([CH3:1])[NH:3]2)[CH3:35]. The catalyst class is: 65. (5) Reactant: [C:1]([C:3]1[CH:10]=[CH:9][C:6]([CH:7]=[O:8])=[CH:5][CH:4]=1)#[N:2].[CH2:11](O)[CH2:12][OH:13].C1(C)C=CC(S(O)(=O)=O)=CC=1. Product: [O:8]1[CH2:11][CH2:12][O:13][CH:7]1[C:6]1[CH:9]=[CH:10][C:3]([C:1]#[N:2])=[CH:4][CH:5]=1. The catalyst class is: 11. (6) Reactant: [C:1]([N:4]1[C:13]2[C:8](=[CH:9][C:10]([NH2:14])=[CH:11][CH:12]=2)[C:7]([C:16]2[CH:21]=[CH:20][CH:19]=[CH:18][CH:17]=2)([CH3:15])[CH2:6][C:5]1([CH3:23])[CH3:22])(=[O:3])[CH3:2].[C:24]1([CH2:30][CH2:31][C:32](Cl)=[O:33])[CH:29]=[CH:28][CH:27]=[CH:26][CH:25]=1.C(N(CC)C(C)C)(C)C. Product: [C:1]([N:4]1[C:13]2[C:8](=[CH:9][C:10]([NH:14][C:32](=[O:33])[CH2:31][CH2:30][C:24]3[CH:29]=[CH:28][CH:27]=[CH:26][CH:25]=3)=[CH:11][CH:12]=2)[C:7]([C:16]2[CH:21]=[CH:20][CH:19]=[CH:18][CH:17]=2)([CH3:15])[CH2:6][C:5]1([CH3:23])[CH3:22])(=[O:3])[CH3:2]. The catalyst class is: 7. (7) The catalyst class is: 41. Reactant: Cl[C:2]1[N:7]=[C:6]([C:8]2[N:12]3[CH:13]=[CH:14][CH:15]=[CH:16][C:11]3=[N:10][C:9]=2[C:17]2[CH:18]=[CH:19][C:20]([O:34][CH2:35][CH3:36])=[C:21]([CH:33]=2)[C:22]([NH:24][C:25]2[C:30]([F:31])=[CH:29][CH:28]=[CH:27][C:26]=2[F:32])=[O:23])[CH:5]=[CH:4][N:3]=1.[CH2:37]([O:39][C:40]1[CH:46]=[C:45]([N:47]2[CH2:52][CH2:51][N:50]([CH2:53][CH2:54][CH3:55])[CH2:49][CH2:48]2)[CH:44]=[CH:43][C:41]=1[NH2:42])[CH3:38].C1(C)C=CC(S(O)(=O)=O)=CC=1.C[O-].[Na+]. Product: [F:32][C:26]1[CH:27]=[CH:28][CH:29]=[C:30]([F:31])[C:25]=1[NH:24][C:22](=[O:23])[C:21]1[CH:33]=[C:17]([C:9]2[N:10]=[C:11]3[CH:16]=[CH:15][CH:14]=[CH:13][N:12]3[C:8]=2[C:6]2[CH:5]=[CH:4][N:3]=[C:2]([NH:42][C:41]3[CH:43]=[CH:44][C:45]([N:47]4[CH2:52][CH2:51][N:50]([CH2:53][CH2:54][CH3:55])[CH2:49][CH2:48]4)=[CH:46][C:40]=3[O:39][CH2:37][CH3:38])[N:7]=2)[CH:18]=[CH:19][C:20]=1[O:34][CH2:35][CH3:36]. (8) Reactant: C[O:2][C:3](=[O:35])[C:4]1[CH:9]=[C:8]([O:10][CH3:11])[CH:7]=[CH:6][C:5]=1[NH:12][C:13]1[N:17]([C:18]2[CH:23]=[CH:22][CH:21]=[CH:20][C:19]=2[CH3:24])[N:16]=[C:15]([CH3:25])[C:14]=1[C:26]1[CH:27]=[CH:28][C:29]2[S:33][CH:32]=[N:31][C:30]=2[CH:34]=1.[OH-].[Na+].Cl. Product: [S:33]1[C:29]2[CH:28]=[CH:27][C:26]([C:14]3[C:15]([CH3:25])=[N:16][N:17]([C:18]4[CH:23]=[CH:22][CH:21]=[CH:20][C:19]=4[CH3:24])[C:13]=3[NH:12][C:5]3[CH:6]=[CH:7][C:8]([O:10][CH3:11])=[CH:9][C:4]=3[C:3]([OH:35])=[O:2])=[CH:34][C:30]=2[N:31]=[CH:32]1. The catalyst class is: 38. (9) Reactant: [CH3:1][CH2:2][CH2:3][CH2:4][NH:5][C:6]1[CH:7]=[C:8]([C:23](O)=[O:24])[CH:9]=[C:10]([S:19]([NH2:22])(=[O:21])=[O:20])[C:11]=1[O:12]C1C=CC=CC=1.C(N=C=NCCCN(C)C)C.ON1[C:42]2[CH:43]=[CH:44][CH:45]=[CH:46][C:41]=2N=N1.[CH2:47]([NH:54][CH2:55][C:56]1[CH:61]=[CH:60][CH:59]=[CH:58][CH:57]=1)[C:48]1[CH:53]=[CH:52][CH:51]=[CH:50][CH:49]=1.[Cl-].[NH4+]. Product: [CH2:55]([N:54]([CH2:47][C:48]1[CH:53]=[CH:52][CH:51]=[CH:50][CH:49]=1)[C:23](=[O:24])[C:8]1[CH:7]=[C:6]([NH:5][CH2:4][CH2:3][CH2:2][CH3:1])[C:11]([O:12][C:41]2[CH:46]=[CH:45][CH:44]=[CH:43][CH:42]=2)=[C:10]([S:19]([NH2:22])(=[O:20])=[O:21])[CH:9]=1)[C:56]1[CH:61]=[CH:60][CH:59]=[CH:58][CH:57]=1. The catalyst class is: 9.